This data is from Forward reaction prediction with 1.9M reactions from USPTO patents (1976-2016). The task is: Predict the product of the given reaction. (1) Given the reactants [CH2:1]([C:5]1[CH:10]=[CH:9][C:8]([C:11]#[C:12][C:13]2[CH:33]=[CH:32][C:16]([CH2:17][NH:18][C:19]3[CH:31]=[CH:30][C:22]4[O:23][C:24]([CH3:29])([CH3:28])[O:25][C:26](=[O:27])[C:21]=4[CH:20]=3)=[CH:15][CH:14]=2)=[CH:7][CH:6]=1)[CH2:2][CH2:3][CH3:4].[C:34]1([CH:44]=O)[C:43]2[C:38](=[CH:39][CH:40]=[CH:41][CH:42]=2)[CH:37]=[CH:36][CH:35]=1.C(O[BH-](OC(=O)C)OC(=O)C)(=O)C.[Na+], predict the reaction product. The product is: [CH2:1]([C:5]1[CH:6]=[CH:7][C:8]([C:11]#[C:12][C:13]2[CH:33]=[CH:32][C:16]([CH2:17][N:18]([CH2:44][C:34]3[C:43]4[C:38](=[CH:39][CH:40]=[CH:41][CH:42]=4)[CH:37]=[CH:36][CH:35]=3)[C:19]3[CH:31]=[CH:30][C:22]4[O:23][C:24]([CH3:29])([CH3:28])[O:25][C:26](=[O:27])[C:21]=4[CH:20]=3)=[CH:15][CH:14]=2)=[CH:9][CH:10]=1)[CH2:2][CH2:3][CH3:4]. (2) Given the reactants [H-].[Na+].[C:3]([N:7]1[C:11]([Cl:12])=[C:10]([NH:13][C:14](=[O:20])[O:15][C:16]([CH3:19])([CH3:18])[CH3:17])[CH:9]=[N:8]1)([CH3:6])([CH3:5])[CH3:4].[CH2:21](I)[CH3:22].CN(C)C=O, predict the reaction product. The product is: [C:3]([N:7]1[C:11]([Cl:12])=[C:10]([N:13]([CH2:21][CH3:22])[C:14](=[O:20])[O:15][C:16]([CH3:19])([CH3:18])[CH3:17])[CH:9]=[N:8]1)([CH3:6])([CH3:5])[CH3:4]. (3) Given the reactants [C:1]1([CH3:27])[CH:6]=[CH:5][CH:4]=[CH:3][C:2]=1[O:7][CH2:8][CH2:9][CH2:10][CH2:11][CH2:12][CH2:13][CH2:14][CH2:15][N:16]1C(=O)C2=CC=CC=C2C1=O.O.NN.C(OC1C=C(CN)C=CC=1)CCCCC, predict the reaction product. The product is: [C:1]1([CH3:27])[CH:6]=[CH:5][CH:4]=[CH:3][C:2]=1[O:7][CH2:8][CH2:9][CH2:10][CH2:11][CH2:12][CH2:13][CH2:14][CH2:15][NH2:16]. (4) Given the reactants [NH2:1][C:2]1[CH:3]=[C:4]2[C:9](=[CH:10][CH:11]=1)[NH:8][C:7](=[C:12]1[C:20]3[C:15](=[CH:16][CH:17]=[CH:18][CH:19]=3)[NH:14][C:13]1=[O:21])[CH:6]=[CH:5]2.[N:22]1[CH:27]=[CH:26][CH:25]=[C:24]([N:28]=[C:29]=[O:30])[CH:23]=1, predict the reaction product. The product is: [O:21]=[C:13]1[C:12](=[C:7]2[CH:6]=[CH:5][C:4]3[C:9](=[CH:10][CH:11]=[C:2]([NH:1][C:29]([NH:28][C:24]4[CH:23]=[N:22][CH:27]=[CH:26][CH:25]=4)=[O:30])[CH:3]=3)[NH:8]2)[C:20]2[C:15](=[CH:16][CH:17]=[CH:18][CH:19]=2)[NH:14]1. (5) Given the reactants Br[CH2:2][C:3]1[N:4]=[C:5]2[CH:10]=[CH:9][CH:8]=[CH:7][N:6]2[C:11]=1[C:12]([O:14][CH2:15][CH3:16])=[O:13].[CH3:17][NH:18][CH:19]1[C:28]2[N:27]=[CH:26][CH:25]=[CH:24][C:23]=2[CH2:22][CH2:21][CH2:20]1.C(N(C(C)C)CC)(C)C.[I-].[K+], predict the reaction product. The product is: [CH3:17][N:18]([CH2:2][C:3]1[N:4]=[C:5]2[CH:10]=[CH:9][CH:8]=[CH:7][N:6]2[C:11]=1[C:12]([O:14][CH2:15][CH3:16])=[O:13])[CH:19]1[C:28]2[N:27]=[CH:26][CH:25]=[CH:24][C:23]=2[CH2:22][CH2:21][CH2:20]1. (6) Given the reactants [OH:1][C:2]([C:34]1[S:35][CH:36]=[CH:37][CH:38]=1)([C:29]1[S:30][CH:31]=[CH:32][CH:33]=1)[C:3]([O:5][C@H:6]1[CH2:11][CH2:10][C@H:9]([N:12]([CH2:14][CH2:15][CH2:16][N:17]2[C:21]3[CH:22]=[CH:23][C:24]([CH:26]=O)=[CH:25][C:20]=3[NH:19][C:18]2=[O:28])[CH3:13])[CH2:8][CH2:7]1)=[O:4].C(O)(=O)C.[NH2:43][CH2:44][C@@H:45]([C:54]1[CH:55]=[CH:56][C:57]([OH:63])=[C:58]([NH:60][CH:61]=[O:62])[CH:59]=1)[O:46][Si:47]([C:50]([CH3:53])([CH3:52])[CH3:51])([CH3:49])[CH3:48].C(O[BH-](OC(=O)C)OC(=O)C)(=O)C.[Na+].OC(C1SC=CC=1)(C1SC=CC=1)C(O[C@H]1CC[C@H](N(CCCN2C3C=CC(CNC[C@H](O[Si](C(C)(C)C)(C)C)C4C=CC(O)=C5C=4C=CC(=O)N5)=CC=3OC2=O)C)CC1)=O, predict the reaction product. The product is: [OH:1][C:2]([C:29]1[S:30][CH:31]=[CH:32][CH:33]=1)([C:34]1[S:35][CH:36]=[CH:37][CH:38]=1)[C:3]([O:5][C@H:6]1[CH2:7][CH2:8][C@H:9]([N:12]([CH2:14][CH2:15][CH2:16][N:17]2[C:21]3[CH:22]=[CH:23][C:24]([CH2:26][NH:43][CH2:44][C@H:45]([O:46][Si:47]([C:50]([CH3:53])([CH3:52])[CH3:51])([CH3:48])[CH3:49])[C:54]4[CH:55]=[CH:56][C:57]([OH:63])=[C:58]([NH:60][CH:61]=[O:62])[CH:59]=4)=[CH:25][C:20]=3[NH:19][C:18]2=[O:28])[CH3:13])[CH2:10][CH2:11]1)=[O:4].